This data is from Full USPTO retrosynthesis dataset with 1.9M reactions from patents (1976-2016). The task is: Predict the reactants needed to synthesize the given product. (1) Given the product [C:36]([O:40][C:41](=[O:42])[N:43]([C@@H:44]([CH3:45])[C:46]([NH:1][C@@H:2]([CH:28]1[CH2:33][CH2:32][C:31]([F:34])([F:35])[CH2:30][CH2:29]1)[C:3]([N:5]1[C@H:10]([C:11](=[O:12])[NH:13][C@H:14]2[C:23]3[C:18](=[CH:19][CH:20]=[CH:21][CH:22]=3)[O:17][CH2:16][CH2:15]2)[CH2:9][N:8]2[CH2:24][C@H:25]([OH:27])[CH2:26][C@@H:7]2[CH2:6]1)=[O:4])=[O:47])[CH3:49])([CH3:39])([CH3:37])[CH3:38], predict the reactants needed to synthesize it. The reactants are: [NH2:1][C@@H:2]([CH:28]1[CH2:33][CH2:32][C:31]([F:35])([F:34])[CH2:30][CH2:29]1)[C:3]([N:5]1[C@H:10]([C:11]([NH:13][C@H:14]2[C:23]3[C:18](=[CH:19][CH:20]=[CH:21][CH:22]=3)[O:17][CH2:16][CH2:15]2)=[O:12])[CH2:9][N:8]2[CH2:24][C@H:25]([OH:27])[CH2:26][C@@H:7]2[CH2:6]1)=[O:4].[C:36]([O:40][C:41]([N:43]([CH3:49])[C@H:44]([C:46](O)=[O:47])[CH3:45])=[O:42])([CH3:39])([CH3:38])[CH3:37].ON1C2C=CC=CC=2N=N1.C(N(CC)C(C)C)(C)C.C(N=C=NCCCN(C)C)C. (2) Given the product [CH3:19][O:18][C:4]1[C:5]([NH:8][S:28]([C:25]2[CH:26]=[N:27][C:22]([C:21]([F:33])([F:32])[F:20])=[CH:23][CH:24]=2)(=[O:30])=[O:29])=[N:6][CH:7]=[CH:2][CH:3]=1, predict the reactants needed to synthesize it. The reactants are: Cl[C:2]1[CH:3]=[C:4]([O:18][CH3:19])[C:5]([NH:8]S(C2N=CN(C)C=2)(=O)=O)=[N:6][CH:7]=1.[F:20][C:21]([F:33])([F:32])[C:22]1[N:27]=[CH:26][C:25]([S:28](Cl)(=[O:30])=[O:29])=[CH:24][CH:23]=1.CN1C=C(S(Cl)(=O)=O)N=C1.COC1C(N)=NC=CC=1.ClC1C=C(OC)C(N)=NC=1. (3) Given the product [Cl-:24].[CH3:15][O:16][C:17]1[CH:18]=[C:19]([NH3+:23])[CH:20]=[CH:21][C:22]=1/[N:32]=[N:31]/[C:25]1[CH:30]=[CH:29][CH:28]=[CH:27][CH:26]=1, predict the reactants needed to synthesize it. The reactants are: NC1C=CC=CC=1.N([O-])=O.[Na+].N(O)=O.[CH3:15][O:16][C:17]1[CH:22]=[CH:21][CH:20]=[C:19]([NH2:23])[CH:18]=1.[Cl-:24].[C:25]1([N+:31]#[N:32])[CH:30]=[CH:29][CH:28]=[CH:27][CH:26]=1. (4) Given the product [CH3:32][NH:31][C:30]([C:26]1[CH:25]=[C:24]([C:19]2[CH:20]=[CH:21][CH:22]=[CH:23][C:18]=2[C@@H:8]2[C@@H:9]([OH:17])[C@@H:10]([OH:16])[C@H:11]([OH:12])[C@@H:6]([CH2:5][OH:4])[O:7]2)[CH:29]=[CH:28][CH:27]=1)=[O:33], predict the reactants needed to synthesize it. The reactants are: C([O:4][CH2:5][C@@H:6]1[C@@H:11]([O:12]C(=O)C)[C@H:10]([OH:16])[C@H:9]([OH:17])[C@@H:8]([C:18]2[CH:23]=[CH:22][CH:21]=[CH:20][C:19]=2[C:24]2[CH:29]=[CH:28][CH:27]=[C:26]([C:30](=[O:33])[NH:31][CH3:32])[CH:25]=2)[O:7]1)(=O)C.CO[Na].CO.